This data is from Reaction yield outcomes from USPTO patents with 853,638 reactions. The task is: Predict the reaction yield, written as a fraction of the theoretical maximum amount of product (1.0 means a 100% yield; for example, 0.34 means a 34% yield). (1) The catalyst is C1COCC1.[Zn].Cl[Ti](Cl)(Cl)Cl. The reactants are [F:1][C:2]1[CH:7]=[CH:6][C:5]([C:8]([C:10]2[CH:15]=[CH:14][C:13]([OH:16])=[CH:12][CH:11]=2)=O)=[CH:4][CH:3]=1.[CH3:17][C:18]1([CH3:27])[CH2:23][C:22]([CH3:25])([CH3:24])[CH2:21][C:20](=O)[CH2:19]1. The product is [F:1][C:2]1[CH:7]=[CH:6][C:5]([C:8](=[C:20]2[CH2:21][C:22]([CH3:25])([CH3:24])[CH2:23][C:18]([CH3:27])([CH3:17])[CH2:19]2)[C:10]2[CH:15]=[CH:14][C:13]([OH:16])=[CH:12][CH:11]=2)=[CH:4][CH:3]=1. The yield is 0.800. (2) The reactants are [CH2:1]([C:3]1[C:4]2[CH:17]=[CH:16][CH:15]=[CH:14][C:5]=2[S:6][C:7]=1[C:8]1[CH2:13][CH2:12][NH:11][CH2:10][CH:9]=1)[CH3:2]. The catalyst is C(O)C.FC(F)(F)CO.[Pd]. The product is [CH2:1]([C:3]1[C:4]2[CH:17]=[CH:16][CH:15]=[CH:14][C:5]=2[S:6][C:7]=1[CH:8]1[CH2:9][CH2:10][NH:11][CH2:12][CH2:13]1)[CH3:2]. The yield is 0.840. (3) The reactants are [CH2:1]([NH:4][C@H:5]1[C:13]2[C:8](=[CH:9][CH:10]=[C:11]([O:14][C:15](=[O:20])[N:16]([CH2:18][CH3:19])[CH3:17])[CH:12]=2)[CH2:7][CH2:6]1)[C:2]#[CH:3].[C:21]([OH:30])(=[O:29])[C@@H:22]([C@H:24]([C:26]([OH:28])=[O:27])[OH:25])[OH:23]. The catalyst is C(O)C. The product is [CH3:19][CH2:18][N:16]([C:15]([O:14][C:11]1[CH:10]=[CH:9][C:8]2[CH2:7][CH2:6][C@@H:5]([NH:4][CH2:1][C:2]#[CH:3])[C:13]=2[CH:12]=1)=[O:20])[CH3:17].[CH3:19][CH2:18][N:16]([C:15]([O:14][C:11]1[CH:10]=[CH:9][C:8]2[CH2:7][CH2:6][C@@H:5]([NH:4][CH2:1][C:2]#[CH:3])[C:13]=2[CH:12]=1)=[O:20])[CH3:17].[CH:22]([OH:23])([C:21]([OH:30])=[O:29])[CH:24]([OH:25])[C:26]([OH:28])=[O:27]. The yield is 0.870. (4) The reactants are [N+:1]([C:4]1[CH:9]=C[C:7](CN2CCC(N)CC2)=[CH:6][CH:5]=1)([O-:3])=[O:2].Cl[C:19]1[N:24]=[C:23]([C:25]2[C:33]3[C:28](=[CH:29][CH:30]=[CH:31][CH:32]=3)[NH:27][CH:26]=2)[C:22]([Cl:34])=[CH:21][N:20]=1.[CH3:35][CH2:36][N:37]([CH:41]([CH3:43])C)[CH:38]([CH3:40])C.O.[CH3:45][N:46]1C(=O)CCC1. The product is [Cl:34][C:22]1[C:23]([C:25]2[C:33]3[C:28](=[CH:29][CH:30]=[CH:31][CH:32]=3)[NH:27][CH:26]=2)=[N:24][C:19]([NH:46][CH:45]2[CH2:40][CH2:38][N:37]([CH2:36][C:35]3[CH:7]=[CH:6][CH:5]=[C:4]([N+:1]([O-:3])=[O:2])[CH:9]=3)[CH2:41][CH2:43]2)=[N:20][CH:21]=1. The yield is 0.406. No catalyst specified. (5) The reactants are Cl.Cl.[N:3]1([C:9]2[C:10]3[CH2:17][CH2:16][CH:15]([OH:18])[C:11]=3[N:12]=[CH:13][N:14]=2)[CH2:8][CH2:7][NH:6][CH2:5][CH2:4]1.[C:19]([O:23][C:24]([N:26]([CH:39]([CH3:41])[CH3:40])[CH2:27][CH:28]([C:32]1[CH:37]=[CH:36][C:35]([Cl:38])=[CH:34][CH:33]=1)[C:29](O)=[O:30])=[O:25])([CH3:22])([CH3:21])[CH3:20].CN(C(ON1N=NC2C=CC=CC1=2)=[N+](C)C)C.F[P-](F)(F)(F)(F)F. The catalyst is C(Cl)Cl. The product is [Cl:38][C:35]1[CH:36]=[CH:37][C:32]([CH:28]([C:29]([N:6]2[CH2:5][CH2:4][N:3]([C:9]3[C:10]4[CH2:17][CH2:16][CH:15]([OH:18])[C:11]=4[N:12]=[CH:13][N:14]=3)[CH2:8][CH2:7]2)=[O:30])[CH2:27][N:26]([CH:39]([CH3:40])[CH3:41])[C:24](=[O:25])[O:23][C:19]([CH3:21])([CH3:20])[CH3:22])=[CH:33][CH:34]=1. The yield is 0.660.